This data is from Forward reaction prediction with 1.9M reactions from USPTO patents (1976-2016). The task is: Predict the product of the given reaction. (1) Given the reactants [N:1]([C:4]1[C:9](Cl)=[CH:8][N:7]=[CH:6][C:5]=1/[CH:11]=[N:12]/[C:13]1[C:20]([Cl:21])=[CH:19][C:16](C#N)=[CH:15][C:14]=1[Cl:22])=[N+:2]=[N-:3].N(C1C([Br:32])=CN=CC=1C=O)=[N+]=[N-].ClC1C=CC=C(Cl)C=1N, predict the reaction product. The product is: [N:1]([C:4]1[C:9]([Br:32])=[CH:8][N:7]=[CH:6][C:5]=1/[CH:11]=[N:12]/[C:13]1[C:20]([Cl:21])=[CH:19][CH:16]=[CH:15][C:14]=1[Cl:22])=[N+:2]=[N-:3]. (2) Given the reactants [CH3:1][S@:2]([C:4]1[CH:9]=[CH:8][C:7]([CH3:10])=[CH:6][CH:5]=1)=[O:3].O1CCCC1.C([N-]C(C)C)(C)C.[Li+].[F:24][C:25]([F:41])([F:40])[C:26](=[O:39])[CH2:27][C:28]([C:31]1[CH:36]=[C:35]([F:37])[CH:34]=[CH:33][C:32]=1[CH3:38])([CH3:30])[CH3:29], predict the reaction product. The product is: [F:41][C:25]([F:24])([F:40])[C@@:26]([CH2:1][S@:2]([C:4]1[CH:9]=[CH:8][C:7]([CH3:10])=[CH:6][CH:5]=1)=[O:3])([OH:39])[CH2:27][C:28]([C:31]1[CH:36]=[C:35]([F:37])[CH:34]=[CH:33][C:32]=1[CH3:38])([CH3:30])[CH3:29]. (3) Given the reactants Br[C:2]1[CH:14]=[CH:13][C:12]2[N:11]([C:15]3[CH:16]=[CH:17][C:18]4[N:19]([C:28]5[CH:33]=[CH:32][CH:31]=[CH:30][CH:29]=5)[C:20]5[C:25]([C:26]=4[CH:27]=3)=[CH:24][CH:23]=[CH:22][CH:21]=5)[C:10]3[CH:9]=[C:8]4[C:34]5[C:39]([C:40]6[CH:41]=[CH:42][CH:43]=[CH:44][C:45]=6[C:7]4=[CH:6][C:5]=3[C:4]=2[CH:3]=1)=[CH:38][CH:37]=[CH:36][CH:35]=5.[N:46]1[C:59]2[C:50](=[CH:51][CH:52]=[C:53]3[C:58]=2[N:57]=[CH:56][CH:55]=[CH:54]3)[CH:49]=[CH:48][C:47]=1B(O)O.CCO, predict the reaction product. The product is: [N:46]1[C:59]2[C:50](=[CH:51][CH:52]=[C:53]3[C:58]=2[N:57]=[CH:56][CH:55]=[CH:54]3)[CH:49]=[CH:48][C:47]=1[C:2]1[CH:14]=[CH:13][C:12]2[N:11]([C:15]3[CH:16]=[CH:17][C:18]4[N:19]([C:28]5[CH:33]=[CH:32][CH:31]=[CH:30][CH:29]=5)[C:20]5[C:25]([C:26]=4[CH:27]=3)=[CH:24][CH:23]=[CH:22][CH:21]=5)[C:10]3[CH:9]=[C:8]4[C:34]5[C:39]([C:40]6[CH:41]=[CH:42][CH:43]=[CH:44][C:45]=6[C:7]4=[CH:6][C:5]=3[C:4]=2[CH:3]=1)=[CH:38][CH:37]=[CH:36][CH:35]=5. (4) Given the reactants [CH2:1]([C:8]12[CH:17]([OH:18])[CH2:16][CH2:15][CH2:14][CH:13]1[CH:12]([CH3:19])[C:11](=[O:20])[CH2:10][CH2:9]2)[C:2]1[CH:7]=[CH:6][CH:5]=[CH:4][CH:3]=1.[CH2:21](O)[CH2:22][OH:23].C1(C)C=CC(S(O)(=O)=O)=CC=1.O, predict the reaction product. The product is: [CH2:1]([C:8]12[CH:17]([OH:18])[CH2:16][CH2:15][CH2:14][CH:13]1[CH:12]([CH3:19])[C:11]1([O:23][CH2:22][CH2:21][O:20]1)[CH2:10][CH2:9]2)[C:2]1[CH:3]=[CH:4][CH:5]=[CH:6][CH:7]=1. (5) Given the reactants [N+](C1C=CC(O[C:11]([N:13]2[CH:18]([C:19]3[CH:24]=[CH:23][C:22]([C:25]#[N:26])=[CH:21][CH:20]=3)[C:17]([C:27]([O:29][CH3:30])=[O:28])=[C:16]([CH3:31])[N:15]=[C:14]2OC)=[O:12])=CC=1)([O-])=O.Cl.[CH2:35]([NH:42][NH2:43])[C:36]1[CH:41]=[CH:40][CH:39]=[CH:38][CH:37]=1.CCN(CC)CC, predict the reaction product. The product is: [CH3:30][O:29][C:27]([C:17]1[CH:18]([C:19]2[CH:20]=[CH:21][C:22]([C:25]#[N:26])=[CH:23][CH:24]=2)[N:13]2[C:11](=[O:12])[N:42]([CH2:35][C:36]3[CH:41]=[CH:40][CH:39]=[CH:38][CH:37]=3)[N:43]=[C:14]2[NH:15][C:16]=1[CH3:31])=[O:28]. (6) Given the reactants [CH:1]1([CH2:6]O)[CH2:5][CH2:4][CH2:3][CH2:2]1.C(N(CC)CC)C.CS([Cl:19])(=O)=O.O.[NH2:21][NH2:22], predict the reaction product. The product is: [ClH:19].[ClH:19].[CH:1]1([CH2:6][NH:21][NH2:22])[CH2:5][CH2:4][CH2:3][CH2:2]1. (7) Given the reactants [CH2:1]([O:3][C:4](=[O:39])[CH2:5][CH2:6][CH2:7][O:8][C:9]1[CH:14]=[CH:13][CH:12]=[C:11]([CH2:15][CH2:16][CH2:17][CH2:18][CH2:19][CH2:20][O:21][C:22]2[CH:27]=[C:26](Br)[CH:25]=[C:24]([C:29](=[O:31])[CH3:30])[CH:23]=2)[C:10]=1[CH2:32][CH2:33][C:34]([O:36][CH2:37][CH3:38])=[O:35])[CH3:2].[CH2:40]1[O:48][C:47]2[CH:46]=[CH:45][C:44](B(O)O)=[CH:43][C:42]=2[O:41]1.C(=O)([O-])[O-].[Cs+].[Cs+], predict the reaction product. The product is: [CH2:1]([O:3][C:4](=[O:39])[CH2:5][CH2:6][CH2:7][O:8][C:9]1[CH:14]=[CH:13][CH:12]=[C:11]([CH2:15][CH2:16][CH2:17][CH2:18][CH2:19][CH2:20][O:21][C:22]2[CH:27]=[C:26]([C:45]3[CH:44]=[CH:43][C:42]4[O:41][CH2:40][O:48][C:47]=4[CH:46]=3)[CH:25]=[C:24]([C:29](=[O:31])[CH3:30])[CH:23]=2)[C:10]=1[CH2:32][CH2:33][C:34]([O:36][CH2:37][CH3:38])=[O:35])[CH3:2].